Dataset: NCI-60 drug combinations with 297,098 pairs across 59 cell lines. Task: Regression. Given two drug SMILES strings and cell line genomic features, predict the synergy score measuring deviation from expected non-interaction effect. (1) Drug 1: CN1CCC(CC1)COC2=C(C=C3C(=C2)N=CN=C3NC4=C(C=C(C=C4)Br)F)OC. Drug 2: C1CCC(CC1)NC(=O)N(CCCl)N=O. Cell line: COLO 205. Synergy scores: CSS=11.7, Synergy_ZIP=-2.82, Synergy_Bliss=4.83, Synergy_Loewe=-3.69, Synergy_HSA=-1.90. (2) Drug 1: C1=CC(=CC=C1C#N)C(C2=CC=C(C=C2)C#N)N3C=NC=N3. Drug 2: CC12CCC3C(C1CCC2O)C(CC4=C3C=CC(=C4)O)CCCCCCCCCS(=O)CCCC(C(F)(F)F)(F)F. Cell line: SF-295. Synergy scores: CSS=-0.408, Synergy_ZIP=-0.382, Synergy_Bliss=-1.05, Synergy_Loewe=-1.84, Synergy_HSA=-1.70.